This data is from Full USPTO retrosynthesis dataset with 1.9M reactions from patents (1976-2016). The task is: Predict the reactants needed to synthesize the given product. (1) Given the product [O:52]=[S:49]1(=[O:53])[CH2:50][CH2:51][CH:46]([CH2:45][O:1][C:2]2[CH:3]=[C:4]([CH3:33])[C:5]([C:9]3[CH:14]=[CH:13][CH:12]=[C:11]([CH2:15][O:16][C:17]4[CH:22]=[CH:21][C:20]([C:23]5([CH2:27][C:28]([O:30][CH2:31][CH3:32])=[O:29])[CH2:24][O:25][CH2:26]5)=[CH:19][CH:18]=4)[CH:10]=3)=[C:6]([CH3:8])[CH:7]=2)[CH2:47][CH2:48]1, predict the reactants needed to synthesize it. The reactants are: [OH:1][C:2]1[CH:7]=[C:6]([CH3:8])[C:5]([C:9]2[CH:14]=[CH:13][CH:12]=[C:11]([CH2:15][O:16][C:17]3[CH:22]=[CH:21][C:20]([C:23]4([CH2:27][C:28]([O:30][CH2:31][CH3:32])=[O:29])[CH2:26][O:25][CH2:24]4)=[CH:19][CH:18]=3)[CH:10]=2)=[C:4]([CH3:33])[CH:3]=1.CC1C=CC(S(O[CH2:45][CH:46]2[CH2:51][CH2:50][S:49](=[O:53])(=[O:52])[CH2:48][CH2:47]2)(=O)=O)=CC=1.C(=O)([O-])[O-].[Cs+].[Cs+]. (2) Given the product [Cl:30][C:25]1[CH:26]=[C:27]([O:4][CH:3]([C:5]2[CH:10]=[CH:9][C:8]([C:11]3[CH:16]=[CH:15][CH:14]=[C:13]([F:17])[CH:12]=3)=[CH:7][CH:6]=2)[C:2]([F:1])([F:18])[F:19])[N:28]=[C:23]([NH2:22])[N:24]=1, predict the reactants needed to synthesize it. The reactants are: [F:1][C:2]([F:19])([F:18])[CH:3]([C:5]1[CH:10]=[CH:9][C:8]([C:11]2[CH:16]=[CH:15][CH:14]=[C:13]([F:17])[CH:12]=2)=[CH:7][CH:6]=1)[OH:4].[H-].[Na+].[NH2:22][C:23]1[N:28]=[C:27](Cl)[CH:26]=[C:25]([Cl:30])[N:24]=1.C(O)(C(F)(F)F)=O. (3) Given the product [F:15][C:16]1[CH:21]=[CH:20][C:19]([C:2]2[CH:3]=[CH:4][CH:5]=[C:6]3[C:11]=2[NH:10][C:9](=[O:12])[C:8]([O:13][CH3:14])=[CH:7]3)=[CH:18][CH:17]=1, predict the reactants needed to synthesize it. The reactants are: Br[C:2]1[CH:3]=[CH:4][CH:5]=[C:6]2[C:11]=1[NH:10][C:9](=[O:12])[C:8]([O:13][CH3:14])=[CH:7]2.[F:15][C:16]1[CH:21]=[CH:20][C:19](B(O)O)=[CH:18][CH:17]=1.C([O-])([O-])=O.[Na+].[Na+].